This data is from Reaction yield outcomes from USPTO patents with 853,638 reactions. The task is: Predict the reaction yield, written as a fraction of the theoretical maximum amount of product (1.0 means a 100% yield; for example, 0.34 means a 34% yield). (1) The reactants are BrC1N2CCN(C)CC2=[C:4]([C:12]([NH:14][C@@H:15](C(C)(C)C)[C:16](NC)=[O:17])=O)N=1.[CH3:24][C:25]([CH3:53])([CH3:52])[C@H:26]([NH:31][C:32]([C:34]1[N:35]=[C:36]([C:44]#[C:45][C:46]2C=CC=CC=2)[N:37]2[CH2:42][CH2:41][N:40]([CH3:43])[CH2:39][C:38]=12)=[O:33])[C:27]([NH:29][CH3:30])=[O:28].ClC/C=C/B(O)O.C([O-])([O-])=O.[K+].[K+].N1CCOCC1. The catalyst is O1CCOCC1.CCOC(C)=O.C1C=CC([P]([Pd]([P](C2C=CC=CC=2)(C2C=CC=CC=2)C2C=CC=CC=2)([P](C2C=CC=CC=2)(C2C=CC=CC=2)C2C=CC=CC=2)[P](C2C=CC=CC=2)(C2C=CC=CC=2)C2C=CC=CC=2)(C2C=CC=CC=2)C2C=CC=CC=2)=CC=1.O. The product is [CH3:24][C:25]([CH3:53])([CH3:52])[C@H:26]([NH:31][C:32]([C:34]1[N:35]=[C:36](/[CH:44]=[CH:45]/[CH2:46][N:14]2[CH2:12][CH2:4][O:17][CH2:16][CH2:15]2)[N:37]2[CH2:42][CH2:41][N:40]([CH3:43])[CH2:39][C:38]=12)=[O:33])[C:27]([NH:29][CH3:30])=[O:28]. The yield is 0.340. (2) The reactants are [N+:1]([C:4]1[CH:5]=[C:6]([CH:20]=[CH:21][CH:22]=1)[C:7]([NH:9][CH2:10][C:11]1[CH:19]=[CH:18][C:14]([C:15]([O-])=[O:16])=[CH:13][CH:12]=1)=[O:8])([O-:3])=[O:2].O.[NH2:24][NH2:25]. The catalyst is CCO. The product is [NH:24]([C:15]([C:14]1[CH:18]=[CH:19][C:11]([CH2:10][NH:9][C:7](=[O:8])[C:6]2[CH:20]=[CH:21][CH:22]=[C:4]([N+:1]([O-:3])=[O:2])[CH:5]=2)=[CH:12][CH:13]=1)=[O:16])[NH2:25]. The yield is 0.760. (3) The reactants are [N:1]1([NH:7][C:8](=[O:22])[C:9]2[CH:14]=[CH:13][C:12]([O:15][CH2:16][C:17]([OH:19])=O)=[C:11]([C:20]#[N:21])[CH:10]=2)[CH2:6][CH2:5][O:4][CH2:3][CH2:2]1.CN1CCOCC1.S(Cl)(Cl)=O.[NH2:34][C:35]1[CH:40]=[CH:39][C:38]([Cl:41])=[CH:37][N:36]=1.N1C=CC=CC=1. The catalyst is ClCCl. The product is [N:1]1([NH:7][C:8](=[O:22])[C:9]2[CH:14]=[CH:13][C:12]([O:15][CH2:16][C:17]([NH:34][C:35]3[CH:40]=[CH:39][C:38]([Cl:41])=[CH:37][N:36]=3)=[O:19])=[C:11]([C:20]#[N:21])[CH:10]=2)[CH2:2][CH2:3][O:4][CH2:5][CH2:6]1. The yield is 0.960. (4) The reactants are O=[C:2]1[CH2:6][CH2:5][C@@H:4]([C:7]([OH:9])=[O:8])[N:3]1[C:10]([OH:12])=[O:11].[Li+].[B-](CC)(CC)CC.C(N(C(C)C)C(C)C)C.CN(C1C=CC=CN=1)C.FC(F)(F)C(OC(=O)C(F)(F)F)=O. The catalyst is C1(C)C=CC=CC=1.O. The product is [N:3]1([C:10]([OH:12])=[O:11])[CH:4]([C:7]([OH:9])=[O:8])[CH2:5][CH:6]=[CH:2]1. The yield is 1.00. (5) The reactants are [CH3:1][C:2]1[N:3]=[C:4]([C:23]2[CH:28]=[CH:27][CH:26]=[CH:25][CH:24]=2)[O:5][C:6]=1[C:7]([N:9]([CH2:17][C:18]([O:20]CC)=[O:19])[CH2:10][C:11]1[CH:16]=[CH:15][CH:14]=[CH:13][N:12]=1)=[O:8].[OH-].[Li+].Cl.C(OCC)(=O)C. The yield is 0.920. The catalyst is O1CCCC1.O. The product is [CH3:1][C:2]1[N:3]=[C:4]([C:23]2[CH:28]=[CH:27][CH:26]=[CH:25][CH:24]=2)[O:5][C:6]=1[C:7]([N:9]([CH2:17][C:18]([OH:20])=[O:19])[CH2:10][C:11]1[CH:16]=[CH:15][CH:14]=[CH:13][N:12]=1)=[O:8]. (6) The reactants are [Br:1][C:2]1[CH:3]=[C:4]([NH:10][C:11]2[N:16]=[CH:15][C:14]([N:17]3[CH2:22][CH2:21][N:20](C(OC(C)(C)C)=O)[CH2:19][C@@H:18]3[CH2:30][CH3:31])=[CH:13][CH:12]=2)[C:5](=[O:9])[N:6]([CH3:8])[CH:7]=1.Cl.O1CCOCC1. The catalyst is ClCCl. The product is [Br:1][C:2]1[CH:3]=[C:4]([NH:10][C:11]2[CH:12]=[CH:13][C:14]([N:17]3[CH2:22][CH2:21][NH:20][CH2:19][C@@H:18]3[CH2:30][CH3:31])=[CH:15][N:16]=2)[C:5](=[O:9])[N:6]([CH3:8])[CH:7]=1. The yield is 0.660.